Dataset: Forward reaction prediction with 1.9M reactions from USPTO patents (1976-2016). Task: Predict the product of the given reaction. (1) Given the reactants P12(SP3(SP(SP(S3)(S1)=S)(=S)S2)=S)=[S:2].[CH2:15]([O:17][C:18]1[CH:23]=[CH:22][CH:21]=[CH:20][C:19]=1[C:24]1[NH:25][C:26](=O)[C:27]2[N:32]([CH2:33][CH3:34])[N:31]=[C:30]([CH2:35][CH2:36][CH3:37])[C:28]=2[N:29]=1)[CH3:16], predict the reaction product. The product is: [CH2:15]([O:17][C:18]1[CH:23]=[CH:22][CH:21]=[CH:20][C:19]=1[C:24]1[NH:25][C:26](=[S:2])[C:27]2[N:32]([CH2:33][CH3:34])[N:31]=[C:30]([CH2:35][CH2:36][CH3:37])[C:28]=2[N:29]=1)[CH3:16]. (2) The product is: [Br:1][C:2]1[CH:3]=[C:4]([C:8]2([CH3:19])[N:13]=[C:12]([Cl:21])[C:11]3[CH:15]=[CH:16][CH:17]=[CH:18][C:10]=3[O:9]2)[CH:5]=[CH:6][CH:7]=1. Given the reactants [Br:1][C:2]1[CH:3]=[C:4]([C:8]2([CH3:19])[NH:13][C:12](=O)[C:11]3[CH:15]=[CH:16][CH:17]=[CH:18][C:10]=3[O:9]2)[CH:5]=[CH:6][CH:7]=1.O(Cl)[Cl:21].[P+3].P(Cl)(Cl)(Cl)(Cl)Cl, predict the reaction product. (3) Given the reactants Br[CH2:2][C:3]1[N:13]([CH2:14][C:15]([CH3:18])([CH3:17])[CH3:16])[C:6]2[N:7]=[C:8]([C:11]#[N:12])[N:9]=[CH:10][C:5]=2[CH:4]=1.CS(C)=O.[Cl:23][C:24]1[CH:31]=[CH:30][C:27]([NH:28][CH3:29])=[CH:26][CH:25]=1.C(=O)([O-])[O-].[K+].[K+], predict the reaction product. The product is: [Cl:23][C:24]1[CH:31]=[CH:30][C:27]([N:28]([CH2:2][C:3]2[N:13]([CH2:14][C:15]([CH3:18])([CH3:17])[CH3:16])[C:6]3[N:7]=[C:8]([C:11]#[N:12])[N:9]=[CH:10][C:5]=3[CH:4]=2)[CH3:29])=[CH:26][CH:25]=1. (4) Given the reactants [Si:1]([O:18][CH2:19][CH2:20][C@H:21]1[C:26]2[CH:27]=[CH:28][C:29]([CH2:31]O)=[CH:30][C:25]=2[CH2:24][CH2:23][O:22]1)([C:14]([CH3:17])([CH3:16])[CH3:15])([C:8]1[CH:13]=[CH:12][CH:11]=[CH:10][CH:9]=1)[C:2]1[CH:7]=[CH:6][CH:5]=[CH:4][CH:3]=1.C(N(CC)CC)C.CS(Cl)(=O)=O.[H-].[Na+].[O:47]1[CH2:51][CH2:50][NH:49][C:48]1=[O:52].S([O-])(=O)(=O)C, predict the reaction product. The product is: [Si:1]([O:18][CH2:19][CH2:20][C@H:21]1[C:26]2[CH:27]=[CH:28][C:29]([CH2:31][N:49]3[CH2:50][CH2:51][O:47][C:48]3=[O:52])=[CH:30][C:25]=2[CH2:24][CH2:23][O:22]1)([C:14]([CH3:15])([CH3:16])[CH3:17])([C:8]1[CH:9]=[CH:10][CH:11]=[CH:12][CH:13]=1)[C:2]1[CH:7]=[CH:6][CH:5]=[CH:4][CH:3]=1. (5) Given the reactants [SH:1][C:2]1[NH:3][C:4]2[CH:10]=[CH:9][CH:8]=[CH:7][C:5]=2[N:6]=1.C(N(CC)CC)C.[C:18]1([C:24](Cl)([C:31]2[CH:36]=[CH:35][CH:34]=[CH:33][CH:32]=2)[C:25]2[CH:30]=[CH:29][CH:28]=[CH:27][CH:26]=2)[CH:23]=[CH:22][CH:21]=[CH:20][CH:19]=1, predict the reaction product. The product is: [C:18]1([C:24]([C:25]2[CH:26]=[CH:27][CH:28]=[CH:29][CH:30]=2)([C:31]2[CH:32]=[CH:33][CH:34]=[CH:35][CH:36]=2)[S:1][C:2]2[NH:3][C:4]3[CH:10]=[CH:9][CH:8]=[CH:7][C:5]=3[N:6]=2)[CH:19]=[CH:20][CH:21]=[CH:22][CH:23]=1. (6) Given the reactants [OH-:1].[K+].[Cl:3][C:4]1[C:5]([NH:19][C:20](=[O:28])[CH2:21][CH:22]2[CH2:27][CH2:26][CH2:25][CH2:24][CH2:23]2)=[C:6]2[C:11](=[CH:12][CH:13]=1)[N:10]=[C:9]([CH2:14][CH2:15][CH2:16][C:17]#N)[CH:8]=[CH:7]2.Cl.C[OH:31], predict the reaction product. The product is: [Cl:3][C:4]1[C:5]([NH:19][C:20](=[O:28])[CH2:21][CH:22]2[CH2:27][CH2:26][CH2:25][CH2:24][CH2:23]2)=[C:6]2[C:11](=[CH:12][CH:13]=1)[N:10]=[C:9]([CH2:14][CH2:15][CH2:16][C:17]([OH:31])=[O:1])[CH:8]=[CH:7]2. (7) The product is: [NH2:29][C@@H:25]([CH2:24][O:23][CH2:16][C:17]1[CH:22]=[CH:21][CH:20]=[CH:19][CH:18]=1)[C:26]([NH:13][C:12]1[CH:11]=[CH:10][C:9]([O:8][CH2:1][C:2]2[CH:3]=[CH:4][CH:5]=[CH:6][CH:7]=2)=[CH:15][CH:14]=1)=[O:27]. Given the reactants [CH2:1]([O:8][C:9]1[CH:15]=[CH:14][C:12]([NH2:13])=[CH:11][CH:10]=1)[C:2]1[CH:7]=[CH:6][CH:5]=[CH:4][CH:3]=1.[CH2:16]([O:23][CH2:24][C@H:25]([NH:29]C(OC(C)(C)C)=O)[C:26](O)=[O:27])[C:17]1[CH:22]=[CH:21][CH:20]=[CH:19][CH:18]=1, predict the reaction product.